This data is from Retrosynthesis with 50K atom-mapped reactions and 10 reaction types from USPTO. The task is: Predict the reactants needed to synthesize the given product. (1) Given the product CCOC(C(=O)NCc1ccc(C#N)cc1)c1c(F)cc(-c2ccncc2)cc1F, predict the reactants needed to synthesize it. The reactants are: Brc1ccncc1.CCOC(C(=O)NCc1ccc(C#N)cc1)c1c(F)cc(B2OC(C)(C)C(C)(C)O2)cc1F. (2) Given the product COc1ccccc1CCC(=O)Nc1sc2c(c1C#N)CCN(C(=O)OC(C)(C)C)C2, predict the reactants needed to synthesize it. The reactants are: CC(C)(C)OC(=O)N1CCc2c(sc(N)c2C#N)C1.COc1ccccc1CCC(=O)O. (3) Given the product O=C(OCCc1c(-c2ccccc2)n2nnnc2n2ncnc12)C12CC3CC(CC(C3)C1)C2, predict the reactants needed to synthesize it. The reactants are: O=C(Cl)C12CC3CC(CC(C3)C1)C2.OCCc1c(-c2ccccc2)n2nnnc2n2ncnc12. (4) The reactants are: O=C1CCN(Cc2ccccc2)CC1.c1ccc(CCC[P+](c2ccccc2)(c2ccccc2)c2ccccc2)cc1. Given the product C(CCc1ccccc1)=C1CCN(Cc2ccccc2)CC1, predict the reactants needed to synthesize it. (5) Given the product Nc1nc(NCCc2cc(Br)cs2)nc2c1ncn2[C@@H]1O[C@H](CO)[C@@H](O)[C@H]1O, predict the reactants needed to synthesize it. The reactants are: NCCc1cc(Br)cs1.Nc1nc(Cl)nc2c1ncn2[C@@H]1O[C@H](CO)[C@@H](O)[C@H]1O. (6) Given the product COc1cccc(OCCCCN2CCC(CNC(=O)c3cc(Cl)c(N)cc3OC)CC2)c1, predict the reactants needed to synthesize it. The reactants are: COc1cc(N)c(Cl)cc1C(=O)NCC1CCNCC1.COc1cccc(OCCCCBr)c1.